Dataset: Full USPTO retrosynthesis dataset with 1.9M reactions from patents (1976-2016). Task: Predict the reactants needed to synthesize the given product. (1) Given the product [C:10]([O:9][C:8]([NH:7][C@@:2]1([CH3:1])[CH2:6][CH2:5][N:4]([C:28]([O:27][CH2:20][C:21]2[CH:26]=[CH:25][CH:24]=[CH:23][CH:22]=2)=[O:29])[CH2:3]1)=[O:14])([CH3:13])([CH3:12])[CH3:11], predict the reactants needed to synthesize it. The reactants are: [CH3:1][C@:2]1([NH:7][C:8](=[O:14])[O:9][C:10]([CH3:13])([CH3:12])[CH3:11])[CH2:6][CH2:5][NH:4][CH2:3]1.C(=O)([O-])O.[Na+].[CH2:20]([O:27][C:28](Cl)=[O:29])[C:21]1[CH:26]=[CH:25][CH:24]=[CH:23][CH:22]=1. (2) Given the product [C:1]([C:4]1[S:8][C:7]([C:9]([O:11][C:13]([CH3:15])([CH3:14])[CH3:12])=[O:10])=[CH:6][CH:5]=1)(=[O:3])[CH3:2], predict the reactants needed to synthesize it. The reactants are: [C:1]([C:4]1[S:8][C:7]([C:9]([OH:11])=[O:10])=[CH:6][CH:5]=1)(=[O:3])[CH3:2].[CH3:12][C:13](O)([CH3:15])[CH3:14].CCN=C=NCCCN(C)C.O. (3) Given the product [ClH:43].[C:11]1([C@H:9]([NH:8][CH2:21][CH:22]2[CH2:27][CH2:26][N:25]([C:28]3[CH:29]=[C:30]([CH:34]=[CH:35][CH:36]=3)[C:31]([OH:33])=[O:32])[CH2:24][CH:23]2[C:37]2[CH:42]=[CH:41][CH:40]=[CH:39][CH:38]=2)[CH3:10])[C:20]2[C:15](=[CH:16][CH:17]=[CH:18][CH:19]=2)[CH:14]=[CH:13][CH:12]=1, predict the reactants needed to synthesize it. The reactants are: C(OC([N:8]([CH2:21][CH:22]1[CH2:27][CH2:26][N:25]([C:28]2[CH:29]=[C:30]([CH:34]=[CH:35][CH:36]=2)[C:31]([OH:33])=[O:32])[CH2:24][CH:23]1[C:37]1[CH:42]=[CH:41][CH:40]=[CH:39][CH:38]=1)[C@@H:9]([C:11]1[C:20]2[C:15](=[CH:16][CH:17]=[CH:18][CH:19]=2)[CH:14]=[CH:13][CH:12]=1)[CH3:10])=O)(C)(C)C.[ClH:43].O1CCOCC1.Cl. (4) Given the product [Br:1][C:2]1[CH:3]=[N:4][N:5]2[CH:10]=[CH:9][C:8]([N:11]3[C@@H:12]([CH:15]([CH3:17])[CH3:16])[CH2:13][NH:14][C:32]3=[O:33])=[N:7][C:6]=12, predict the reactants needed to synthesize it. The reactants are: [Br:1][C:2]1[CH:3]=[N:4][N:5]2[CH:10]=[CH:9][C:8]([NH:11][C@@H:12]([CH:15]([CH3:17])[CH3:16])[CH2:13][NH2:14])=[N:7][C:6]=12.C(N(C(C)C)C(C)C)C.N1([C:32](N2C=CN=C2)=[O:33])C=CN=C1.O. (5) Given the product [Br:1][C:2]1[S:6][C:5]([C:7]2[N:20]=[N:11][N:12]([CH2:27][C:25]([O:31][CH2:32][CH3:34])=[O:26])[N:8]=2)=[N:4][N:3]=1, predict the reactants needed to synthesize it. The reactants are: [Br:1][C:2]1[S:6][C:5]([C:7]#[N:8])=[N:4][N:3]=1.BrC1SC(C(N)=O)=[N:12][N:11]=1.CC[N:20](CC)CC.[C:25]([O:31][C:32]([C:34](F)(F)F)=O)([C:27](F)(F)F)=[O:26].